From a dataset of Full USPTO retrosynthesis dataset with 1.9M reactions from patents (1976-2016). Predict the reactants needed to synthesize the given product. (1) Given the product [OH:1][C:2]1[CH:3]=[CH:4][C:5]([C:6]([N:13]([O:14][CH3:15])[CH3:12])=[O:8])=[CH:9][CH:10]=1, predict the reactants needed to synthesize it. The reactants are: [OH:1][C:2]1[CH:10]=[CH:9][C:5]([C:6]([OH:8])=O)=[CH:4][CH:3]=1.Cl.[CH3:12][NH:13][O:14][CH3:15].C(N(C(C)C)C(C)C)C.C(Cl)CCl. (2) The reactants are: [F:1][C:2]1[CH:3]=[CH:4][C:5]([CH2:8][O:9][C:10]2[CH:15]=[CH:14][N+:13]([O-])=[CH:12][CH:11]=2)=[N:6][CH:7]=1.C(OC(=O)C)(=[O:19])C. Given the product [F:1][C:2]1[CH:3]=[CH:4][C:5]([CH2:8][O:9][C:10]2[CH:15]=[CH:14][NH:13][C:12](=[O:19])[CH:11]=2)=[N:6][CH:7]=1, predict the reactants needed to synthesize it. (3) Given the product [C:49]1([C:52]2[CH:53]=[CH:54][CH:55]=[CH:56][CH:57]=2)[CH:48]=[CH:47][C:46]([N:45]([C:42]2[CH:43]=[CH:44][C:39]([C:58]3[CH:63]=[CH:62][CH:61]=[CH:60][CH:59]=3)=[CH:40][CH:41]=2)[C:2]2[CH:3]=[C:4]3[C:24]([C:25]4([C:38]5[CH:37]=[CH:36][CH:35]=[CH:34][C:33]=5[C:32]5[C:27]4=[CH:28][CH:29]=[CH:30][CH:31]=5)[CH:26]=2)=[C:7]2[CH:8]=[C:9]4[C:22](=[CH:23][C:6]2=[CH:5]3)[C:21]2[C:16](=[CH:17][CH:18]=[CH:19][CH:20]=2)[C:15]2[C:10]4=[CH:11][CH:12]=[CH:13][CH:14]=2)=[CH:51][CH:50]=1, predict the reactants needed to synthesize it. The reactants are: Br[C:2]1[CH:3]=[C:4]2[C:24]([C:25]3([C:38]4[CH:37]=[CH:36][CH:35]=[CH:34][C:33]=4[C:32]4[C:27]3=[CH:28][CH:29]=[CH:30][CH:31]=4)[CH:26]=1)=[C:7]1[CH:8]=[C:9]3[C:22](=[CH:23][C:6]1=[CH:5]2)[C:21]1[C:16](=[CH:17][CH:18]=[CH:19][CH:20]=1)[C:15]1[C:10]3=[CH:11][CH:12]=[CH:13][CH:14]=1.[C:39]1([C:58]2[CH:63]=[CH:62][CH:61]=[CH:60][CH:59]=2)[CH:44]=[CH:43][C:42]([NH:45][C:46]2[CH:51]=[CH:50][C:49]([C:52]3[CH:57]=[CH:56][CH:55]=[CH:54][CH:53]=3)=[CH:48][CH:47]=2)=[CH:41][CH:40]=1.C1(P(C2CCCCC2)C2C=CC=CC=2C2C=CC=CC=2)CCCCC1.CC(C)([O-])C.[Na+]. (4) Given the product [CH2:1]([C:5]1=[CH:6][N:7]([C:24]([CH3:27])([CH3:26])[CH3:25])[S:8]/[C:9]/1=[N:10]\[C:11]([C@:13]1([CH3:23])[CH2:17][CH2:16][C@H:15]([C:18]([N:32]2[CH2:33][CH:30]([OH:29])[CH2:31]2)=[O:20])[C:14]1([CH3:22])[CH3:21])=[O:12])[CH2:2][CH2:3][CH3:4], predict the reactants needed to synthesize it. The reactants are: [CH2:1]([C:5]1=[CH:6][N:7]([C:24]([CH3:27])([CH3:26])[CH3:25])[S:8]/[C:9]/1=[N:10]\[C:11]([C@:13]1([CH3:23])[CH2:17][CH2:16][C@H:15]([C:18]([OH:20])=O)[C:14]1([CH3:22])[CH3:21])=[O:12])[CH2:2][CH2:3][CH3:4].Cl.[OH:29][CH:30]1[CH2:33][NH:32][CH2:31]1. (5) Given the product [F:44][C:2]1([F:1])[CH2:7][CH2:6][C@H:5]([O:8][C:9]2[CH:14]=[C:13]([F:15])[C:12]([S:16]([NH:19][C:20]3[CH:25]=[CH:24][N:23]=[CH:22][N:21]=3)(=[O:17])=[O:18])=[C:11]([F:37])[CH:10]=2)[C@@H:4]([C:38]2[N:42]([CH3:43])[N:41]=[CH:40][CH:39]=2)[CH2:3]1, predict the reactants needed to synthesize it. The reactants are: [F:1][C:2]1([F:44])[CH2:7][CH2:6][C@H:5]([O:8][C:9]2[CH:14]=[C:13]([F:15])[C:12]([S:16]([N:19](CC3C=CC(OC)=CC=3OC)[C:20]3[CH:25]=[CH:24][N:23]=[CH:22][N:21]=3)(=[O:18])=[O:17])=[C:11]([F:37])[CH:10]=2)[C@@H:4]([C:38]2[N:42]([CH3:43])[N:41]=[CH:40][CH:39]=2)[CH2:3]1.C([SiH](CC)CC)C.FC(F)(F)C(O)=O. (6) Given the product [Cl:14][C:13]1[C:3]2[CH2:2][N:31]([CH:29]([C:19]3[N:20]=[N:21][C:22]([O:23][CH2:24][C:25]([F:27])([F:28])[F:26])=[C:17]([CH3:16])[CH:18]=3)[CH3:30])[C:5](=[O:7])[C:4]=2[CH:10]=[CH:11][N:12]=1, predict the reactants needed to synthesize it. The reactants are: Br[CH2:2][C:3]1[C:13]([Cl:14])=[N:12][CH:11]=[CH:10][C:4]=1[C:5]([O:7]CC)=O.Cl.[CH3:16][C:17]1[CH:18]=[C:19]([CH:29]([NH2:31])[CH3:30])[N:20]=[N:21][C:22]=1[O:23][CH2:24][C:25]([F:28])([F:27])[F:26]. (7) Given the product [CH2:13]([S:15][C:16]1[CH:24]=[C:23]([C:25]([F:27])([F:26])[F:28])[CH:22]=[CH:21][C:17]=1[C:18]([NH:8][C:7]1[CH:9]=[CH:10][C:4]([O:3][C:2]([F:11])([F:12])[F:1])=[CH:5][CH:6]=1)=[O:19])[CH3:14], predict the reactants needed to synthesize it. The reactants are: [F:1][C:2]([F:12])([F:11])[O:3][C:4]1[CH:10]=[CH:9][C:7]([NH2:8])=[CH:6][CH:5]=1.[CH2:13]([S:15][C:16]1[CH:24]=[C:23]([C:25]([F:28])([F:27])[F:26])[CH:22]=[CH:21][C:17]=1[C:18](O)=[O:19])[CH3:14].CCN=C=NCCCN(C)C.Cl.C(=O)(O)[O-].[Na+]. (8) Given the product [NH2:1][C:2]1[C:3]([C:9]([OH:10])=[O:12])=[N:4][CH:5]=[C:6]([Br:8])[CH:7]=1, predict the reactants needed to synthesize it. The reactants are: [NH2:1][C:2]1[C:3]([C:9](N)=[O:10])=[N:4][CH:5]=[C:6]([Br:8])[CH:7]=1.[OH-:12].[Na+].Cl. (9) Given the product [CH:12]1([O:11][C:8]2[CH:9]=[N:10][C:5]3[N:6]([C:2]([S:18][C:19]4[CH:33]=[CH:32][C:22]5[N:23]=[C:24]([NH:37][C:61]([CH:60]6[CH2:58][CH2:59]6)=[O:62])[S:25][C:21]=5[CH:20]=4)=[CH:3][N:4]=3)[CH:7]=2)[CH2:17][CH2:16][CH2:15][CH2:14][CH2:13]1, predict the reactants needed to synthesize it. The reactants are: Br[C:2]1[N:6]2[CH:7]=[C:8]([O:11][CH:12]3[CH2:17][CH2:16][CH2:15][CH2:14][CH2:13]3)[CH:9]=[N:10][C:5]2=[N:4][CH:3]=1.[SH:18][C:19]1[CH:33]=[CH:32][C:22]2[N:23]=[C:24](C3(C(N)=O)CC3)[S:25][C:21]=2[CH:20]=1.C([N:37](CC)C(C)C)(C)C.C1(P(C2C=CC=CC=2)C2C3[O:62][C:61]4C(=C[CH:58]=[CH:59][C:60]=4P(C4C=CC=CC=4)C4C=CC=CC=4)C(C)(C)C=3C=CC=2)C=CC=CC=1. (10) Given the product [Cl:10][C:8]1[CH:7]=[CH:6][C:5]([OH:11])=[C:4]([C:3]([CH:4]2[CH2:9][CH2:8][CH2:7][CH2:6][CH2:5]2)([CH:13]2[CH2:18][CH2:17][CH2:16][CH2:15][CH2:14]2)[OH:12])[CH:9]=1, predict the reactants needed to synthesize it. The reactants are: CO[C:3](=[O:12])[C:4]1[CH:9]=[C:8]([Cl:10])[CH:7]=[CH:6][C:5]=1[OH:11].[CH:13]1([Mg]Cl)[CH2:18][CH2:17][CH2:16][CH2:15][CH2:14]1.[NH4+].[Cl-].